This data is from Full USPTO retrosynthesis dataset with 1.9M reactions from patents (1976-2016). The task is: Predict the reactants needed to synthesize the given product. (1) Given the product [CH:1]1([C:4]([N:6]2[C:15]3[C:10](=[C:11]([O:21][C:23]4[CH:28]=[CH:27][CH:26]=[CH:25][CH:24]=4)[C:12]([N:16]4[N:17]=[CH:18][CH:19]=[N:20]4)=[CH:13][CH:14]=3)[CH2:9][CH2:8][C@@H:7]2[CH3:22])=[O:5])[CH2:2][CH2:3]1, predict the reactants needed to synthesize it. The reactants are: [CH:1]1([C:4]([N:6]2[C:15]3[C:10](=[C:11]([OH:21])[C:12]([N:16]4[N:20]=[CH:19][CH:18]=[N:17]4)=[CH:13][CH:14]=3)[CH2:9][CH2:8][C@@H:7]2[CH3:22])=[O:5])[CH2:3][CH2:2]1.[C:23]1(B(O)O)[CH:28]=[CH:27][CH:26]=[CH:25][CH:24]=1.N1C=CC=CC=1.C(N(CC)CC)C. (2) Given the product [Cl:1][C:2]1[CH:3]=[N:4][C:5]2[N:6]([N:8]=[C:9]([C:11]([N:22]3[CH2:21][CH2:20][C:19]4[C:24](=[CH:25][C:16]([O:15][CH3:14])=[C:17]([OH:27])[CH:18]=4)[CH:23]3[CH3:26])=[O:13])[CH:10]=2)[CH:7]=1, predict the reactants needed to synthesize it. The reactants are: [Cl:1][C:2]1[CH:3]=[N:4][C:5]2[N:6]([N:8]=[C:9]([C:11]([OH:13])=O)[CH:10]=2)[CH:7]=1.[CH3:14][O:15][C:16]1[CH:25]=[C:24]2[C:19]([CH2:20][CH2:21][NH:22][CH:23]2[CH3:26])=[CH:18][C:17]=1[OH:27]. (3) Given the product [NH:7]1[C:8]2[C:13](=[CH:12][CH:11]=[CH:10][CH:9]=2)[C:5]([CH2:4][CH2:3][NH:2][C:27](=[O:28])[CH2:26][CH2:25][C:21]2[CH:22]=[N:23][O:24][C:20]=2[C:14]2[CH:15]=[CH:16][CH:17]=[CH:18][CH:19]=2)=[CH:6]1, predict the reactants needed to synthesize it. The reactants are: Cl.[NH2:2][CH2:3][CH2:4][C:5]1[C:13]2[C:8](=[CH:9][CH:10]=[CH:11][CH:12]=2)[NH:7][CH:6]=1.[C:14]1([C:20]2[O:24][N:23]=[CH:22][C:21]=2[CH2:25][CH2:26][C:27](O)=[O:28])[CH:19]=[CH:18][CH:17]=[CH:16][CH:15]=1.O.ON1C2C=CC=CC=2N=N1.Cl.C(N=C=NCCCN(C)C)C. (4) Given the product [CH3:26][C:23]1[CH:24]=[CH:25][C:20]([CH:19]([NH:27][C:28]2[CH:29]=[C:30]3[C:39](=[CH:40][CH:41]=2)[S:38][C:37]2[C:36]([C:42]4[NH:47][C:46](=[O:48])[CH:45]=[C:44]([N:49]5[CH2:54][CH2:53][O:52][CH2:51][CH2:50]5)[CH:43]=4)=[CH:35][CH:34]=[CH:33][C:32]=2[S:31]3)[C@@H:15]2[O:16][CH2:17][CH2:18][NH:13][CH2:14]2)=[N:21][CH:22]=1, predict the reactants needed to synthesize it. The reactants are: CNC.O1CCCC1.ClCC([N:13]1[CH2:18][CH2:17][O:16][C@@H:15]([CH:19]([NH:27][C:28]2[CH:29]=[C:30]3[C:39](=[CH:40][CH:41]=2)[S:38][C:37]2[C:36]([C:42]4[NH:47][C:46](=[O:48])[CH:45]=[C:44]([N:49]5[CH2:54][CH2:53][O:52][CH2:51][CH2:50]5)[CH:43]=4)=[CH:35][CH:34]=[CH:33][C:32]=2[S:31]3)[C:20]2[CH:25]=[CH:24][C:23]([CH3:26])=[CH:22][N:21]=2)[CH2:14]1)=O.O. (5) The reactants are: [CH3:1][O:2][CH:3]([O:15][CH3:16])[C:4]1[CH:9]=[CH:8][C:7](/[CH:10]=[CH:11]/[C:12]([OH:14])=O)=[CH:6][CH:5]=1.[Cl:17][C:18]1[CH:23]=[CH:22][C:21]([C:24]2[CH:29]=[CH:28][C:27]([NH2:30])=[CH:26][CH:25]=2)=[CH:20][CH:19]=1. Given the product [Cl:17][C:18]1[CH:19]=[CH:20][C:21]([C:24]2[CH:29]=[CH:28][C:27]([NH:30][C:12](=[O:14])/[CH:11]=[CH:10]/[C:7]3[CH:6]=[CH:5][C:4]([CH:3]([O:2][CH3:1])[O:15][CH3:16])=[CH:9][CH:8]=3)=[CH:26][CH:25]=2)=[CH:22][CH:23]=1, predict the reactants needed to synthesize it. (6) Given the product [CH:3]1([OH:12])[CH2:4][CH2:11][CH2:10][CH2:9][CH2:8][CH2:5][CH2:6][CH2:19][CH2:18][CH2:17][CH2:16][CH2:15][CH2:21][CH2:22]1.[C:24]1(=[O:1])[CH2:38][CH2:37][CH2:36][CH2:35][CH2:34][CH2:33][CH2:32][CH2:31][CH2:30][CH2:29][CH2:28][CH2:27][CH2:26][CH2:25]1.[CH2:24]1[CH2:38][CH2:37][CH2:36][CH2:35][CH2:34][CH2:33][CH2:32][CH2:31][CH2:30][CH2:29][CH2:28][CH2:27][CH2:26][CH2:25]1, predict the reactants needed to synthesize it. The reactants are: [OH:1]N1[C:6](=O)[C:5]2=[CH:8][CH:9]=[CH:10][CH:11]=[C:4]2[C:3]1=[O:12].[O-]O.[C:15]1([CH:21](C)[CH3:22])C=[CH:19][CH:18]=[CH:17][CH:16]=1.[CH2:24]1[CH2:38][CH2:37][CH2:36][CH2:35][CH2:34][CH2:33][CH2:32][CH2:31][CH2:30][CH2:29][CH2:28][CH2:27][CH2:26][CH2:25]1.O=O. (7) Given the product [F:22][C:23]1[CH:28]=[CH:27][CH:26]=[C:25]([F:29])[C:24]=1[C:2]1[C:10]2[C:5](=[CH:6][C:7]([C:11]([O:13][CH3:14])=[O:12])=[CH:8][CH:9]=2)[N:4]([C:15]2[CH:20]=[CH:19][C:18]([CH3:21])=[CH:17][CH:16]=2)[N:3]=1, predict the reactants needed to synthesize it. The reactants are: Br[C:2]1[C:10]2[C:5](=[CH:6][C:7]([C:11]([O:13][CH3:14])=[O:12])=[CH:8][CH:9]=2)[N:4]([C:15]2[CH:20]=[CH:19][C:18]([CH3:21])=[CH:17][CH:16]=2)[N:3]=1.[F:22][C:23]1[CH:28]=[CH:27][CH:26]=[C:25]([F:29])[C:24]=1B(O)O.C([O-])([O-])=O.[Cs+].[Cs+]. (8) Given the product [CH2:1]([O:3][C:4]([C:6]1([C:9]2[CH:10]=[CH:11][C:12]([C:15]3[CH:20]=[CH:19][C:18]([C:21]4[S:22][C:23]([Cl:29])=[CH:24][C:25]=4[NH:33][C:38]([O:69][C@@H:67]([C:62]4[CH:63]=[CH:64][CH:65]=[CH:66][C:61]=4[Cl:60])[CH3:68])=[O:42])=[CH:17][C:16]=3[N+:30]([O-:32])=[O:31])=[CH:13][CH:14]=2)[CH2:8][CH2:7]1)=[O:5])[CH3:2], predict the reactants needed to synthesize it. The reactants are: [CH2:1]([O:3][C:4]([C:6]1([C:9]2[CH:14]=[CH:13][C:12]([C:15]3[CH:20]=[CH:19][C:18]([C:21]4[S:22][C:23]([Cl:29])=[CH:24][C:25]=4C(=O)N)=[CH:17][C:16]=3[N+:30]([O-:32])=[O:31])=[CH:11][CH:10]=2)[CH2:8][CH2:7]1)=[O:5])[CH3:2].[N:33]1[CH:38]=CC=CC=1.FC(F)(F)C(OI(C1C=CC=CC=1)OC(=O)C(F)(F)F)=[O:42].[Cl:60][C:61]1[CH:66]=[CH:65][CH:64]=[CH:63][C:62]=1[C@H:67]([OH:69])[CH3:68].